This data is from Catalyst prediction with 721,799 reactions and 888 catalyst types from USPTO. The task is: Predict which catalyst facilitates the given reaction. (1) Reactant: [CH:1]1([CH2:7][CH2:8][CH2:9][OH:10])[CH2:6][CH2:5][CH2:4][CH2:3][CH2:2]1.CS(C)=O.C(N(CC)C(C)C)(C)C. Product: [CH:1]1([CH2:7][CH2:8][CH:9]=[O:10])[CH2:6][CH2:5][CH2:4][CH2:3][CH2:2]1. The catalyst class is: 2. (2) Reactant: [H-].[H-].[H-].[H-].[Li+].[Al+3].C([O:9][C:10](=O)[CH2:11][CH:12]1[CH2:17][CH2:16][N:15]([C:18]([O:20][C:21]([CH3:24])([CH3:23])[CH3:22])=[O:19])[CH2:14][CH2:13]1)C.S([O-])([O-])(=O)=O.[Na+].[Na+]. Product: [OH:9][CH2:10][CH2:11][CH:12]1[CH2:13][CH2:14][N:15]([C:18]([O:20][C:21]([CH3:24])([CH3:23])[CH3:22])=[O:19])[CH2:16][CH2:17]1. The catalyst class is: 1.